From a dataset of Retrosynthesis with 50K atom-mapped reactions and 10 reaction types from USPTO. Predict the reactants needed to synthesize the given product. (1) Given the product COCCN1CC[C@H](Nc2ccc([N+](=O)[O-])c(OC)c2)C1, predict the reactants needed to synthesize it. The reactants are: COCCBr.COc1cc(N[C@H]2CCNC2)ccc1[N+](=O)[O-]. (2) Given the product O=C1CCC(CNC(=O)C(F)(F)F)(c2cccc(Cl)c2)CC1, predict the reactants needed to synthesize it. The reactants are: O=C(NCC1(c2cccc(Cl)c2)CCC2(CC1)OCCO2)C(F)(F)F. (3) Given the product Cc1nc(-c2sc(NC(=O)CC(C)C)nc2-c2ccccc2)no1, predict the reactants needed to synthesize it. The reactants are: CC(C)CC(=O)Cl.Cc1nc(-c2sc(N)nc2-c2ccccc2)no1. (4) Given the product CCN(CC)CCOc1cc(-c2ccccc2)c2c(C#N)cn(C(c3ccccc3)c3ccccc3)c2n1, predict the reactants needed to synthesize it. The reactants are: CCN(CC)CCBr.N#Cc1cn(C(c2ccccc2)c2ccccc2)c2nc(O)cc(-c3ccccc3)c12. (5) Given the product CCOC(=O)N1C(C)(C)COC1(C)C, predict the reactants needed to synthesize it. The reactants are: CC1(C)COC(C)(C)N1.CCOC(=O)Cl.